Dataset: Forward reaction prediction with 1.9M reactions from USPTO patents (1976-2016). Task: Predict the product of the given reaction. (1) Given the reactants [CH3:1][O:2][C:3](=[O:11])[C:4]1[CH:9]=[CH:8][C:7]([NH2:10])=[CH:6][CH:5]=1.[Br:12][C:13]1[CH:14]=[CH:15][C:16]([Cl:21])=[C:17]([CH:20]=1)[CH:18]=O.FC(F)(F)S([O-])(=O)=O.[Yb+3].FC(F)(F)S([O-])(=O)=O.FC(F)(F)S([O-])(=O)=O, predict the reaction product. The product is: [CH3:1][O:2][C:3]([C:4]1[CH:5]=[C:6]2[C:7](=[CH:8][CH:9]=1)[NH:10][CH:18]([C:17]1[CH:20]=[C:13]([Br:12])[CH:14]=[CH:15][C:16]=1[Cl:21])[CH2:3][C:4]2([CH3:9])[CH3:5])=[O:11]. (2) The product is: [Cl:22][CH2:23][C:24]([NH:8][C:6]1[CH:5]=[C:4]([N:9]2[C:13]([CH3:14])=[CH:12][C:11]([CH3:15])=[N:10]2)[N:3]=[C:2]([Cl:1])[N:7]=1)=[O:25]. Given the reactants [Cl:1][C:2]1[N:7]=[C:6]([NH2:8])[CH:5]=[C:4]([N:9]2[C:13]([CH3:14])=[CH:12][C:11]([CH3:15])=[N:10]2)[N:3]=1.N1C=CC=CC=1.[Cl:22][CH2:23][C:24](Cl)=[O:25], predict the reaction product. (3) Given the reactants [OH:1][C:2]1[CH:7]=[CH:6][C:5]([C:8]2[N:13]=[CH:12][N:11]=[C:10]([NH:14][C@H:15]([C:23]([O:25][CH3:26])=[O:24])[CH2:16][C:17]3[CH:22]=[CH:21][CH:20]=[CH:19][CH:18]=3)[CH:9]=2)=[CH:4][CH:3]=1.Cl[C:28]1[CH:33]=[C:32]([C:34]#[N:35])[CH:31]=[CH:30][N:29]=1.C(=O)([O-])[O-].[K+].[K+].C(OCC)(=O)C, predict the reaction product. The product is: [C:34]([C:32]1[CH:31]=[CH:30][N:29]=[C:28]([O:1][C:2]2[CH:7]=[CH:6][C:5]([C:8]3[N:13]=[CH:12][N:11]=[C:10]([NH:14][C@H:15]([C:23]([O:25][CH3:26])=[O:24])[CH2:16][C:17]4[CH:22]=[CH:21][CH:20]=[CH:19][CH:18]=4)[CH:9]=3)=[CH:4][CH:3]=2)[CH:33]=1)#[N:35].